Dataset: Peptide-MHC class I binding affinity with 185,985 pairs from IEDB/IMGT. Task: Regression. Given a peptide amino acid sequence and an MHC pseudo amino acid sequence, predict their binding affinity value. This is MHC class I binding data. (1) The peptide sequence is LTLKGMSYV. The MHC is HLA-A02:06 with pseudo-sequence HLA-A02:06. The binding affinity (normalized) is 0.820. (2) The peptide sequence is RQTALFLLK. The MHC is HLA-A11:01 with pseudo-sequence HLA-A11:01. The binding affinity (normalized) is 0.746.